Dataset: Forward reaction prediction with 1.9M reactions from USPTO patents (1976-2016). Task: Predict the product of the given reaction. Given the reactants Cl[CH2:2][CH2:3][CH2:4][CH2:5][N:6]1[C:12](=[O:13])[CH2:11][CH2:10][N:9]([C:14](=[O:25])/[CH:15]=[CH:16]/[C:17]2[CH:22]=[CH:21][C:20]([Cl:23])=[C:19]([Cl:24])[CH:18]=2)[CH2:8][CH2:7]1.[I-:26].[Na+], predict the reaction product. The product is: [Cl:24][C:19]1[CH:18]=[C:17](/[CH:16]=[CH:15]/[C:14]([N:9]2[CH2:10][CH2:11][C:12](=[O:13])[N:6]([CH2:5][CH2:4][CH2:3][CH2:2][I:26])[CH2:7][CH2:8]2)=[O:25])[CH:22]=[CH:21][C:20]=1[Cl:23].